From a dataset of Forward reaction prediction with 1.9M reactions from USPTO patents (1976-2016). Predict the product of the given reaction. (1) Given the reactants [C:1]1([O:7][C:8](=[O:18])[NH:9][C:10]2[S:14][N:13]=[C:12]([SH:15])[C:11]=2[C:16]#[N:17])[CH:6]=[CH:5][CH:4]=[CH:3][CH:2]=1.C(C1C=C(C)C=C(C(C)(C)C)C=1[OH:34])(C)(C)C.S(=O)(=O)(O)O.[BH4-].[Na+].Cl, predict the reaction product. The product is: [C:1]1([O:7][C:8](=[O:18])[NH:9][C:10]2[S:14][N:13]=[C:12]([SH:15])[C:11]=2[C:16](=[O:34])[NH2:17])[CH:2]=[CH:3][CH:4]=[CH:5][CH:6]=1. (2) Given the reactants [CH3:16][C:11]1([CH3:17])[C:12]([CH3:15])([CH3:14])[O:13][B:9]([B:9]2[O:13][C:12]([CH3:15])([CH3:14])[C:11]([CH3:17])([CH3:16])[O:10]2)[O:10]1.Br[C:20]1[CH:25]=[CH:24][C:23]([C@H:26]2[C@H:31]([C:32]3[CH:37]=[CH:36][N:35]([CH3:38])[C:34](=[O:39])[CH:33]=3)[CH2:30][CH2:29][N:28]([C:40]([O:42][C:43]([CH3:46])([CH3:45])[CH3:44])=[O:41])[CH2:27]2)=[C:22]([Cl:47])[CH:21]=1.C([O-])(=O)C.[K+], predict the reaction product. The product is: [Cl:47][C:22]1[CH:21]=[C:20]([B:9]2[O:10][C:11]([CH3:16])([CH3:17])[C:12]([CH3:14])([CH3:15])[O:13]2)[CH:25]=[CH:24][C:23]=1[C@H:26]1[C@H:31]([C:32]2[CH:37]=[CH:36][N:35]([CH3:38])[C:34](=[O:39])[CH:33]=2)[CH2:30][CH2:29][N:28]([C:40]([O:42][C:43]([CH3:46])([CH3:45])[CH3:44])=[O:41])[CH2:27]1.